From a dataset of Full USPTO retrosynthesis dataset with 1.9M reactions from patents (1976-2016). Predict the reactants needed to synthesize the given product. (1) Given the product [F:5][C:4]([F:7])([F:6])[S:1]([O:8][C:17]1[C:18]([C:23]([O:25][CH3:26])=[O:24])=[N:19][CH:20]=[CH:21][CH:22]=1)(=[O:3])=[O:2], predict the reactants needed to synthesize it. The reactants are: [S:1]([O:8]S(C(F)(F)F)(=O)=O)([C:4]([F:7])([F:6])[F:5])(=[O:3])=[O:2].O[C:17]1[C:18]([C:23]([O:25][CH3:26])=[O:24])=[N:19][CH:20]=[CH:21][CH:22]=1. (2) The reactants are: [NH2:1][C:2]1[CH:7]=[C:6]([O:8][CH2:9][CH2:10][CH3:11])[CH:5]=[CH:4][C:3]=1[NH:12][C:13](=[O:21])[CH2:14][CH:15]1[CH2:20][CH2:19][CH2:18][CH2:17][NH:16]1.[CH3:22][C:23]1[CH:32]=[CH:31][CH:30]=[C:29]([CH3:33])[C:24]=1[O:25][CH2:26][CH2:27]Br.C([O-])([O-])=O.[K+].[K+]. Given the product [CH3:22][C:23]1[CH:32]=[CH:31][CH:30]=[C:29]([CH3:33])[C:24]=1[O:25][CH2:26][CH2:27][NH:1][C:2]1[CH:7]=[C:6]([O:8][CH2:9][CH2:10][CH3:11])[CH:5]=[CH:4][C:3]=1[NH:12][C:13](=[O:21])[CH2:14][CH:15]1[CH2:20][CH2:19][CH2:18][CH2:17][NH:16]1, predict the reactants needed to synthesize it. (3) Given the product [Cl:18][C:15]1[CH:16]=[CH:17][C:12]2[NH:11][C:10](=[O:26])[N:9]([CH2:8][C:6]([O:5][C:1]([CH3:3])([CH3:2])[CH3:4])=[O:7])[C:13]=2[CH:14]=1, predict the reactants needed to synthesize it. The reactants are: [C:1]([O:5][C:6]([CH2:8][N:9]1[C:13]2[CH:14]=[C:15]([Cl:18])[CH:16]=[CH:17][C:12]=2[N:11](C(OC(C)(C)C)=O)[C:10]1=[O:26])=[O:7])([CH3:4])([CH3:3])[CH3:2]. (4) Given the product [F:29][C:30]([F:43])([F:42])[S:31]([O:13][C:12]1[C:6]2[O:5][C:4]([CH:1]3[CH2:3][CH2:2]3)=[N:8][C:7]=2[C:9]([C:22]#[N:23])=[C:10]([CH3:21])[C:11]=1[C:15]1[CH:20]=[CH:19][CH:18]=[CH:17][CH:16]=1)(=[O:33])=[O:32], predict the reactants needed to synthesize it. The reactants are: [CH:1]1([C:4]2[O:5][C:6]3[C:7](=[C:9]([C:22]#[N:23])[C:10]([CH3:21])=[C:11]([C:15]4[CH:20]=[CH:19][CH:18]=[CH:17][CH:16]=4)[C:12]=3[O:13]C)[N:8]=2)[CH2:3][CH2:2]1.C([O-])(=O)C.[Na+].[F:29][C:30]([F:43])([F:42])[S:31](O[S:31]([C:30]([F:43])([F:42])[F:29])(=[O:33])=[O:32])(=[O:33])=[O:32]. (5) Given the product [NH:26]1[CH2:27][CH2:28][CH:23]([O:22][C:16]2[CH:15]=[C:14]3[C:19]([CH:20]=[N:21][C:12]([NH:11][C:9]4[CH:8]=[CH:7][C:5]5[NH:6][C:2](=[O:1])[NH:3][C:4]=5[CH:10]=4)=[N:13]3)=[CH:18][CH:17]=2)[CH2:24][CH2:25]1, predict the reactants needed to synthesize it. The reactants are: [O:1]=[C:2]1[NH:6][C:5]2[CH:7]=[CH:8][C:9]([NH:11][C:12]3[N:21]=[CH:20][C:19]4[C:14](=[CH:15][C:16]([O:22][CH:23]5[CH2:28][CH2:27][N:26](C(OC(C)(C)C)=O)[CH2:25][CH2:24]5)=[CH:17][CH:18]=4)[N:13]=3)=[CH:10][C:4]=2[NH:3]1.